This data is from Forward reaction prediction with 1.9M reactions from USPTO patents (1976-2016). The task is: Predict the product of the given reaction. (1) Given the reactants C(O[BH-](OC(=O)C)OC(=O)C)(=O)C.[Na+].[NH:15]1[CH2:20][CH2:19][CH:18]([O:21][C:22]2[CH:23]=[C:24]3[C:29](=[CH:30][CH:31]=2)[C:28](=[O:32])[NH:27][CH:26]=[CH:25]3)[CH2:17][CH2:16]1.[CH3:33][C:34]1[CH:41]=[CH:40][C:37]([CH:38]=O)=[CH:36][CH:35]=1, predict the reaction product. The product is: [CH3:33][C:34]1[CH:41]=[CH:40][C:37]([CH2:38][N:15]2[CH2:16][CH2:17][CH:18]([O:21][C:22]3[CH:23]=[C:24]4[C:29](=[CH:30][CH:31]=3)[C:28](=[O:32])[NH:27][CH:26]=[CH:25]4)[CH2:19][CH2:20]2)=[CH:36][CH:35]=1. (2) Given the reactants Cl[C:2]1[N:3]=[C:4]([O:29][CH:30]2[CH2:34][CH2:33][CH2:32][CH2:31]2)[C:5]2[C:10]([C:11]3[CH:20]=[CH:19][C:14]4[N:15]=[C:16]([CH3:18])[O:17][C:13]=4[CH:12]=3)=[CH:9][N:8]([CH2:21][O:22][CH2:23][CH2:24][Si:25]([CH3:28])([CH3:27])[CH3:26])[C:6]=2[N:7]=1.[Cl:35][C:36]1[N:40]([CH2:41][CH2:42][O:43][CH3:44])[N:39]=[CH:38][C:37]=1[NH2:45].C(=O)([O-])[O-].[Cs+].[Cs+].C1(P(C2C=CC=CC=2)C2C=CC3C(=CC=CC=3)C=2C2C3C(=CC=CC=3)C=CC=2P(C2C=CC=CC=2)C2C=CC=CC=2)C=CC=CC=1, predict the reaction product. The product is: [Cl:35][C:36]1[N:40]([CH2:41][CH2:42][O:43][CH3:44])[N:39]=[CH:38][C:37]=1[NH:45][C:2]1[N:3]=[C:4]([O:29][CH:30]2[CH2:34][CH2:33][CH2:32][CH2:31]2)[C:5]2[C:10]([C:11]3[CH:20]=[CH:19][C:14]4[N:15]=[C:16]([CH3:18])[O:17][C:13]=4[CH:12]=3)=[CH:9][N:8]([CH2:21][O:22][CH2:23][CH2:24][Si:25]([CH3:27])([CH3:26])[CH3:28])[C:6]=2[N:7]=1. (3) Given the reactants [C:1]([C:4]1[C:5]([CH3:27])=[C:6]([C:17]2[CH:22]=[CH:21][CH:20]=[C:19]([C:23]([F:26])([F:25])[F:24])[CH:18]=2)[C:7]2[N:8]([N:10]=[C:11]([NH:13][C:14](=[O:16])[CH3:15])[N:12]=2)[CH:9]=1)(=[O:3])[CH3:2].CO[CH:30](OC)[N:31]([CH3:33])[CH3:32].CCOC(C)=O, predict the reaction product. The product is: [CH3:30][N:31]([CH3:33])[CH:32]=[CH:2][C:1]([C:4]1[C:5]([CH3:27])=[C:6]([C:17]2[CH:22]=[CH:21][CH:20]=[C:19]([C:23]([F:26])([F:25])[F:24])[CH:18]=2)[C:7]2[N:8]([N:10]=[C:11]([NH:13][C:14](=[O:16])[CH3:15])[N:12]=2)[CH:9]=1)=[O:3].